Dataset: Reaction yield outcomes from USPTO patents with 853,638 reactions. Task: Predict the reaction yield, written as a fraction of the theoretical maximum amount of product (1.0 means a 100% yield; for example, 0.34 means a 34% yield). The reactants are [Br:1][C:2]1[CH:7]=[CH:6][C:5]([C@@H:8]([NH:10][CH2:11][CH2:12][C:13]2([CH:18]([CH3:20])[CH3:19])OCC[O:14]2)[CH3:9])=[CH:4][CH:3]=1.Cl.C([O-])(O)=O.[Na+]. The catalyst is CO. The product is [Br:1][C:2]1[CH:3]=[CH:4][C:5]([C@@H:8]([NH:10][CH2:11][CH2:12][C:13](=[O:14])[CH:18]([CH3:20])[CH3:19])[CH3:9])=[CH:6][CH:7]=1. The yield is 0.970.